From a dataset of Reaction yield outcomes from USPTO patents with 853,638 reactions. Predict the reaction yield, written as a fraction of the theoretical maximum amount of product (1.0 means a 100% yield; for example, 0.34 means a 34% yield). (1) The product is [O:18]1[CH:19]=[CH:20][CH:21]=[C:17]1[CH2:16][CH2:15][C:14]1[O:22][C:5](=[O:6])[C:7]2([CH2:8][CH2:9][CH2:10][CH2:11][CH2:12]2)[N:13]=1. The reactants are [OH-].[Na+].CO[C:5]([C:7]1([NH:13][C:14](=[O:22])[CH2:15][CH2:16][C:17]2[O:18][CH:19]=[CH:20][CH:21]=2)[CH2:12][CH2:11][CH2:10][CH2:9][CH2:8]1)=[O:6].CCOCC.Cl.C(N=C=NCCCN(C)C)C. The yield is 0.470. The catalyst is O1CCCC1.C(Cl)Cl. (2) The reactants are [CH3:1][O:2][CH2:3][O:4][C:5]1[CH:10]=[C:9]([O:11][CH2:12][O:13][CH3:14])[CH:8]=[CH:7][C:6]=1[C:15]1[CH2:19][CH2:18][C:17](=[O:20])[CH:16]=1. The catalyst is [Pd]. The product is [CH3:1][O:2][CH2:3][O:4][C:5]1[CH:10]=[C:9]([O:11][CH2:12][O:13][CH3:14])[CH:8]=[CH:7][C:6]=1[CH:15]1[CH2:19][CH2:18][C:17](=[O:20])[CH2:16]1. The yield is 0.160. (3) The reactants are C[O:2][C:3](=[O:15])[C:4]1[CH:9]=[C:8]([C:10]#[N:11])[C:7]([F:12])=[CH:6][C:5]=1[O:13][CH3:14].[OH-].[Na+]. The catalyst is C(O)C. The product is [C:10]([C:8]1[C:7]([F:12])=[CH:6][C:5]([O:13][CH3:14])=[C:4]([CH:9]=1)[C:3]([OH:15])=[O:2])#[N:11]. The yield is 0.700. (4) The reactants are [CH2:1]([O:3][C:4](=[O:20])[CH2:5][C:6]([C:8]1[CH:13]=[CH:12][C:11]([CH:14]2[CH2:19][CH2:18][CH2:17][CH2:16][CH2:15]2)=[CH:10][CH:9]=1)=O)[CH3:2].[NH2:21][C:22]1[CH:31]=[CH:30][C:25]([NH:26][C:27](=[O:29])[CH3:28])=[CH:24][CH:23]=1.Cl.N[C:34]1C=CC(NC(=O)C)=C[CH:35]=1.C(O)CCC. The catalyst is O. The product is [CH2:1]([O:3][C:4](=[O:20])[CH:5]=[C:6]([NH:21][C:22]1[CH:23]=[CH:24][C:25]([NH:26][C:27](=[O:29])[CH3:28])=[CH:30][CH:31]=1)[C:8]1[CH:13]=[CH:12][C:11]([CH:14]2[CH2:19][CH2:18][CH2:17][CH2:16][CH2:15]2)=[CH:10][CH:9]=1)[CH2:2][CH2:34][CH3:35]. The yield is 0.980. (5) The reactants are [O:1]=[C:2]1[C:10]2[C:5](=[CH:6][CH:7]=[CH:8][CH:9]=2)[C:4](=[O:11])[N:3]1[CH:12]([CH2:16][C:17]1[CH:22]=[CH:21][CH:20]=[CH:19][C:18]=1[CH:23]=[CH2:24])[C:13]([OH:15])=[O:14].N1C=CC=CC=1.[CH3:31][Si:32]([CH3:37])([CH3:36])[CH2:33][CH2:34]O.Cl.CN(C)CCCN=C=NCC. The catalyst is O1CCCC1.C(OCC)(=O)C. The product is [O:1]=[C:2]1[C:10]2[C:5](=[CH:6][CH:7]=[CH:8][CH:9]=2)[C:4](=[O:11])[N:3]1[CH:12]([CH2:16][C:17]1[CH:22]=[CH:21][CH:20]=[CH:19][C:18]=1[CH:23]=[CH2:24])[C:13]([O:15][CH2:34][CH2:33][Si:32]([CH3:37])([CH3:36])[CH3:31])=[O:14]. The yield is 0.810. (6) The reactants are [CH3:1][O:2][C:3]([C:5]1[C:18]([NH:19][C:20]2[CH:25]=[CH:24][C:23]([Br:26])=[CH:22][C:21]=2[Cl:27])=[C:17]([F:28])[C:8]2[N:9]=[CH:10][N:11]([CH2:12][CH2:13][C:14](O)=[O:15])[C:7]=2[CH:6]=1)=[O:4].[CH:29]1[CH:30]=CC2N(O)N=[N:35][C:33]=2[CH:34]=1.O.CCN(CC)CC.N1CCCC1.CCN=C=NCCCN(C)C. The catalyst is CN(C=O)C.CCOC(C)=O.O. The product is [CH3:1][O:2][C:3]([C:5]1[C:18]([NH:19][C:20]2[CH:25]=[CH:24][C:23]([Br:26])=[CH:22][C:21]=2[Cl:27])=[C:17]([F:28])[C:8]2[N:9]=[CH:10][N:11]([CH2:12][CH2:13][C:14](=[O:15])[N:35]3[CH2:30][CH2:29][CH2:34][CH2:33]3)[C:7]=2[CH:6]=1)=[O:4]. The yield is 0.670.